Predict the product of the given reaction. From a dataset of Forward reaction prediction with 1.9M reactions from USPTO patents (1976-2016). (1) Given the reactants [F:1][CH:2]([F:22])[O:3][C:4]1[CH:9]=[CH:8][CH:7]=[CH:6][C:5]=1[NH:10][N:11]=[C:12]([C:17](=[O:21])[CH2:18][O:19][CH3:20])[C:13]([O:15][CH3:16])=[O:14].[CH3:23]OC(OC)N(C)C, predict the reaction product. The product is: [F:1][CH:2]([F:22])[O:3][C:4]1[CH:9]=[CH:8][CH:7]=[CH:6][C:5]=1[N:10]1[CH:23]=[C:18]([O:19][CH3:20])[C:17](=[O:21])[C:12]([C:13]([O:15][CH3:16])=[O:14])=[N:11]1. (2) Given the reactants [CH3:1][N:2]1[C:6]2[CH:7]=[CH:8][CH:9]=[CH:10][C:5]=2[N:4]=[C:3]1[CH2:11]OC1C=CC(C2N(C)N=CC=2C2C=CN=CC=2)=CC=1.[F:31][C:32]1[CH:33]=[C:34]([OH:50])[CH:35]=[CH:36][C:37]=1[C:38]1[C:42]([C:43]2[CH:48]=[CH:47][N:46]=[CH:45][CH:44]=2)=[CH:41][N:40]([CH3:49])[N:39]=1, predict the reaction product. The product is: [F:31][C:32]1[CH:33]=[C:34]([CH:35]=[CH:36][C:37]=1[C:38]1[C:42]([C:43]2[CH:44]=[CH:45][N:46]=[CH:47][CH:48]=2)=[CH:41][N:40]([CH3:49])[N:39]=1)[O:50][CH2:11][C:3]1[N:2]([CH3:1])[C:6]2[CH:7]=[CH:8][CH:9]=[CH:10][C:5]=2[N:4]=1. (3) Given the reactants Cl[C:2]1[N:7]=[C:6]([C:8]([S:11]([C:14]2[CH:19]=[C:18]([F:20])[CH:17]=[C:16]([F:21])[CH:15]=2)(=[O:13])=[O:12])([CH3:10])[CH3:9])[CH:5]=[C:4]([N:22]2[CH2:27][CH2:26][O:25][CH2:24][C@@H:23]2[CH3:28])[N:3]=1.CC1(C)C(C)(C)OB([C:37]2[CH:43]=[CH:42][C:40]([NH2:41])=[CH:39][CH:38]=2)O1.C(=O)([O-])[O-].[Na+].[Na+], predict the reaction product. The product is: [F:21][C:16]1[CH:15]=[C:14]([S:11]([C:8]([C:6]2[CH:5]=[C:4]([N:22]3[CH2:27][CH2:26][O:25][CH2:24][C@@H:23]3[CH3:28])[N:3]=[C:2]([C:37]3[CH:43]=[CH:42][C:40]([NH2:41])=[CH:39][CH:38]=3)[N:7]=2)([CH3:10])[CH3:9])(=[O:13])=[O:12])[CH:19]=[C:18]([F:20])[CH:17]=1.